Dataset: Forward reaction prediction with 1.9M reactions from USPTO patents (1976-2016). Task: Predict the product of the given reaction. (1) Given the reactants [C:1]([O:5][C:6]([N:8]1[CH2:13][CH2:12][CH:11]([NH:14][CH2:15][C:16]2[C:21]([C:22]3[CH:27]=[CH:26][CH:25]=[CH:24][CH:23]=3)=[CH:20][CH:19]=[CH:18][N:17]=2)[CH2:10][CH2:9]1)=[O:7])([CH3:4])([CH3:3])[CH3:2].[CH3:28][C:29]1[C:30]([CH:36]=O)=[N:31][CH:32]=[C:33]([CH3:35])[CH:34]=1.[BH-](OC(C)=O)(OC(C)=O)OC(C)=O.[Na+], predict the reaction product. The product is: [C:1]([O:5][C:6]([N:8]1[CH2:9][CH2:10][CH:11]([N:14]([CH2:36][C:30]2[C:29]([CH3:28])=[CH:34][C:33]([CH3:35])=[CH:32][N:31]=2)[CH2:15][C:16]2[C:21]([C:22]3[CH:27]=[CH:26][CH:25]=[CH:24][CH:23]=3)=[CH:20][CH:19]=[CH:18][N:17]=2)[CH2:12][CH2:13]1)=[O:7])([CH3:4])([CH3:2])[CH3:3]. (2) Given the reactants [CH3:1][C:2]1[C:3]([CH2:20][CH2:21][N:22]2[CH2:27][CH2:26][CH:25]([C:28]3[CH:37]=[CH:36][CH:35]=[C:34]4[C:29]=3[CH:30]=[CH:31][C:32]([CH3:38])=[N:33]4)[CH2:24][CH2:23]2)=[C:4]2[C:9](=[CH:10][CH:11]=1)[N:8]1[CH:12]=[N:13][C:14]([C:15]([O:17]CC)=O)=[C:7]1[CH2:6][CH2:5]2.[OH-].[K+].C[Si](C)(C)[NH:43][Si](C)(C)C.[ClH:50], predict the reaction product. The product is: [ClH:50].[ClH:50].[CH3:1][C:2]1[C:3]([CH2:20][CH2:21][N:22]2[CH2:23][CH2:24][CH:25]([C:28]3[CH:37]=[CH:36][CH:35]=[C:34]4[C:29]=3[CH:30]=[CH:31][C:32]([CH3:38])=[N:33]4)[CH2:26][CH2:27]2)=[C:4]2[C:9](=[CH:10][CH:11]=1)[N:8]1[CH:12]=[N:13][C:14]([C:15]([NH2:43])=[O:17])=[C:7]1[CH2:6][CH2:5]2.